From a dataset of Catalyst prediction with 721,799 reactions and 888 catalyst types from USPTO. Predict which catalyst facilitates the given reaction. Reactant: C[O:2][C:3](=[O:23])[C@@H:4]([NH:12][C:13]([O:15][CH2:16][C:17]1[CH:22]=[CH:21][CH:20]=[CH:19][CH:18]=1)=[O:14])[CH:5]([CH2:9][O:10][CH3:11])[CH2:6][O:7][CH3:8].O[Li].O. Product: [CH2:16]([O:15][C:13]([NH:12][C@@H:4]([CH:5]([CH2:9][O:10][CH3:11])[CH2:6][O:7][CH3:8])[C:3]([OH:23])=[O:2])=[O:14])[C:17]1[CH:18]=[CH:19][CH:20]=[CH:21][CH:22]=1. The catalyst class is: 87.